Regression. Given two drug SMILES strings and cell line genomic features, predict the synergy score measuring deviation from expected non-interaction effect. From a dataset of NCI-60 drug combinations with 297,098 pairs across 59 cell lines. (1) Drug 1: C1CN1C2=NC(=NC(=N2)N3CC3)N4CC4. Drug 2: C1=C(C(=O)NC(=O)N1)F. Cell line: NCI-H522. Synergy scores: CSS=14.5, Synergy_ZIP=-11.2, Synergy_Bliss=-9.23, Synergy_Loewe=-6.76, Synergy_HSA=-4.79. (2) Drug 1: C1=CC=C(C=C1)NC(=O)CCCCCCC(=O)NO. Drug 2: CC(C)CN1C=NC2=C1C3=CC=CC=C3N=C2N. Cell line: UACC62. Synergy scores: CSS=23.5, Synergy_ZIP=-4.66, Synergy_Bliss=0.762, Synergy_Loewe=-1.67, Synergy_HSA=-2.18. (3) Drug 1: CC1=CC2C(CCC3(C2CCC3(C(=O)C)OC(=O)C)C)C4(C1=CC(=O)CC4)C. Drug 2: C(CC(=O)O)C(=O)CN.Cl. Cell line: MCF7. Synergy scores: CSS=-10.8, Synergy_ZIP=3.62, Synergy_Bliss=-1.27, Synergy_Loewe=-13.6, Synergy_HSA=-12.3. (4) Drug 1: C1=CC(=CC=C1CCCC(=O)O)N(CCCl)CCCl. Drug 2: CC1=CC=C(C=C1)C2=CC(=NN2C3=CC=C(C=C3)S(=O)(=O)N)C(F)(F)F. Cell line: ACHN. Synergy scores: CSS=24.0, Synergy_ZIP=-4.27, Synergy_Bliss=-8.82, Synergy_Loewe=-11.3, Synergy_HSA=-8.03.